Predict the product of the given reaction. From a dataset of Forward reaction prediction with 1.9M reactions from USPTO patents (1976-2016). (1) Given the reactants O.O.[N+:3]([O-:6])([O-:5])=[O:4].[Pd+2:7].[N+:8]([O-:11])([O-:10])=[O:9], predict the reaction product. The product is: [N+:3]([O-:6])([O-:5])=[O:4].[Pd+2:7].[N+:8]([O-:11])([O-:10])=[O:9]. (2) Given the reactants [H-].[Al+3].[H-].[H-].[C:5]([CH2:7][N:8]1[C:16]2[C:11](=[CH:12][C:13]([O:17][CH3:18])=[CH:14][CH:15]=2)[CH:10]=[C:9]1[C:19](OCC)=O)#[N:6].[C@H](O)(C([O-])=O)[C@@H](O)C([O-])=O.[Na+].[K+], predict the reaction product. The product is: [CH3:18][O:17][C:13]1[CH:14]=[CH:15][C:16]2[N:8]3[CH2:7][CH2:5][NH:6][CH2:19][C:9]3=[CH:10][C:11]=2[CH:12]=1. (3) Given the reactants COC1C=C(C=CC=1OC)C(C1C=CC=C(N)C=1)=O.[CH3:20][O:21][C:22]1[CH:23]=[C:24]([CH:36]=[CH:37][C:38]=1[O:39][CH3:40])[C:25]([C:27]1[CH:32]=[CH:31][C:30]([N+:33]([O-])=O)=[CH:29][CH:28]=1)=[O:26], predict the reaction product. The product is: [CH3:20][O:21][C:22]1[CH:23]=[C:24]([CH:36]=[CH:37][C:38]=1[O:39][CH3:40])[C:25]([C:27]1[CH:28]=[CH:29][C:30]([NH2:33])=[CH:31][CH:32]=1)=[O:26].